From a dataset of Reaction yield outcomes from USPTO patents with 853,638 reactions. Predict the reaction yield, written as a fraction of the theoretical maximum amount of product (1.0 means a 100% yield; for example, 0.34 means a 34% yield). (1) The yield is 0.500. The product is [O:20]1[CH2:21][CH:19]1[CH2:18][N:2]1[CH2:3][CH2:4][C:5]2[C:10](=[CH:9][CH:8]=[CH:7][CH:6]=2)[CH2:1]1. The reactants are [CH2:1]1[C:10]2[C:5](=[CH:6][CH:7]=[CH:8][CH:9]=2)[CH2:4][CH2:3][NH:2]1.C([O-])([O-])=O.[K+].[K+].Br[CH2:18][CH:19]1[CH2:21][O:20]1. The catalyst is C(#N)C. (2) The reactants are [Cl:1][CH2:2][CH2:3][C:4]([C:6]1[CH:11]=[CH:10][CH:9]=[CH:8][CH:7]=1)=[O:5].[NH4+].[Cl-].C1COCC1.Br[CH2:20][C:21]([CH3:23])=[CH2:22]. The catalyst is CCOC(C)=O.[Zn]. The product is [Cl:1][CH2:2][CH2:3][C:4]([C:6]1[CH:11]=[CH:10][CH:9]=[CH:8][CH:7]=1)([OH:5])[CH2:22][C:21]([CH3:23])=[CH2:20]. The yield is 0.650. (3) The reactants are [Cl:1][C:2]1[CH:8]=[CH:7][C:6]([O:9][CH3:10])=[CH:5][C:3]=1[NH2:4].[O-:11][C:12]#[N:13].[K+]. The catalyst is C(O)(=O)C.O. The product is [Cl:1][C:2]1[CH:8]=[CH:7][C:6]([O:9][CH3:10])=[CH:5][C:3]=1[NH:4][C:12]([NH2:13])=[O:11]. The yield is 0.400. (4) The reactants are [CH3:1][C:2]1[CH:6]=[C:5]([CH3:7])[N:4]([C:8]2[N:13]=[C:12]([NH:14][C:15](=[O:17])[CH3:16])[CH:11]=[C:10]([C:18]3[CH:23]=[CH:22][CH:21]=[C:20]([CH:24]=O)[CH:19]=3)[N:9]=2)[N:3]=1.[CH:26]1[C:35]2C(=CC=CC=2)C(B(O)O)=C[N:27]=1. No catalyst specified. The product is [CH3:1][C:2]1[CH:6]=[C:5]([CH3:7])[N:4]([C:8]2[N:13]=[C:12]([NH:14][C:15](=[O:17])[CH3:16])[CH:11]=[C:10]([C:18]3[CH:23]=[CH:22][CH:21]=[C:20]4[C:19]=3[CH:35]=[CH:26][N:27]=[CH:24]4)[N:9]=2)[N:3]=1. The yield is 0.590. (5) The reactants are [NH2:1][C:2]1[CH:3]=[N:4][N:5]([CH3:21])[C:6]=1[N:7]1[CH2:11][CH2:10][C@@H:9]([CH2:12][NH:13]C(=O)OC(C)(C)C)[CH2:8]1.C(OC([NH:29][C:30]1[S:34][C:33]([C:35]2[C:40]([F:41])=[CH:39][CH:38]=[CH:37][C:36]=2[F:42])=[N:32][C:31]=1[C:43](O)=[O:44])=O)(C)(C)C.CN(C(ON1N=NC2C=CC=NC1=2)=[N+](C)C)C.F[P-](F)(F)(F)(F)F. No catalyst specified. The product is [NH2:29][C:30]1[S:34][C:33]([C:35]2[C:40]([F:41])=[CH:39][CH:38]=[CH:37][C:36]=2[F:42])=[N:32][C:31]=1[C:43]([NH:1][C:2]1[CH:3]=[N:4][N:5]([CH3:21])[C:6]=1[N:7]1[CH2:11][CH2:10][C@@H:9]([CH2:12][NH2:13])[CH2:8]1)=[O:44]. The yield is 0.330. (6) The reactants are Br[C:2]1[CH:3]=[CH:4][C:5]2[O:9][C:8]([C:10]([F:13])([F:12])[F:11])=[CH:7][C:6]=2[CH:14]=1.C([Li])CCC.CN(C)[CH:22]=[O:23].[Cl-].[NH4+]. The catalyst is C(OCC)(=O)C.O1CCCC1. The product is [F:11][C:10]([F:13])([F:12])[C:8]1[O:9][C:5]2[CH:4]=[CH:3][C:2]([CH:22]=[O:23])=[CH:14][C:6]=2[CH:7]=1. The yield is 0.390. (7) The reactants are [CH3:1][O:2][C:3]1[CH:4]=[C:5]2[C:10](=[CH:11][CH:12]=1)[N:9]=[C:8]([NH:13][CH2:14][CH2:15][CH2:16][NH2:17])[CH:7]=[C:6]2[CH3:18].[NH:19]1[C:27]2[C:22](=[CH:23][CH:24]=[CH:25][CH:26]=2)[C:21]([CH:28]=O)=[CH:20]1. No catalyst specified. The product is [NH:19]1[C:27]2[C:22](=[CH:23][CH:24]=[CH:25][CH:26]=2)[C:21]([CH2:28][NH:17][CH2:16][CH2:15][CH2:14][NH:13][C:8]2[CH:7]=[C:6]([CH3:18])[C:5]3[C:10](=[CH:11][CH:12]=[C:3]([O:2][CH3:1])[CH:4]=3)[N:9]=2)=[CH:20]1. The yield is 0.220. (8) The reactants are [O:1]=[CH:2][C:3]1[CH:11]=[CH:10][C:8]([OH:9])=[C:5]([O:6][CH3:7])[CH:4]=1.C(=O)([O-])[O-].[K+].[K+].Cl[CH2:19][CH2:20][CH2:21][CH2:22][CH2:23][CH2:24][OH:25]. The catalyst is [I-].C([N+](CCCC)(CCCC)CCCC)CCC.C(#N)C. The product is [CH:2]([C:3]1[CH:11]=[CH:10][C:8]([O:9][CH2:19][CH2:20][CH2:21][CH2:22][CH2:23][CH2:24][OH:25])=[C:5]([O:6][CH3:7])[CH:4]=1)=[O:1]. The yield is 0.900. (9) The reactants are [CH3:1][S:2]([O:5][C:6]1[C:14]([O:15][CH3:16])=[CH:13][C:12]([C:17]2[N:18]([C:28]([O:30][C:31]([CH3:34])([CH3:33])[CH3:32])=[O:29])[C:19]3[C:24]([CH:25]=2)=[CH:23][C:22]([CH:26]=O)=[CH:21][CH:20]=3)=[C:11]2[C:7]=1[CH2:8][NH:9][C:10]2=[O:35])(=[O:4])=[O:3].[NH2:36][CH2:37][CH2:38][C:39]1[CH:40]=[N:41][CH:42]=[CH:43][CH:44]=1.C(O)(=O)C.C(O[BH-](OC(=O)C)OC(=O)C)(=O)C.[Na+]. The catalyst is C(#N)C. The product is [CH3:1][S:2]([O:5][C:6]1[C:14]([O:15][CH3:16])=[CH:13][C:12]([C:17]2[N:18]([C:28]([O:30][C:31]([CH3:33])([CH3:32])[CH3:34])=[O:29])[C:19]3[C:24]([CH:25]=2)=[CH:23][C:22]([CH2:26][NH:36][CH2:37][CH2:38][C:39]2[CH:40]=[N:41][CH:42]=[CH:43][CH:44]=2)=[CH:21][CH:20]=3)=[C:11]2[C:7]=1[CH2:8][NH:9][C:10]2=[O:35])(=[O:4])=[O:3]. The yield is 0.660.